From a dataset of Forward reaction prediction with 1.9M reactions from USPTO patents (1976-2016). Predict the product of the given reaction. (1) The product is: [CH2:3]([O:5][C:6](=[O:13])[C@H:7]([CH3:12])[NH:8][CH2:9][CH2:10][NH:11][S:23]([C:15]1[S:14][C:18]2[CH:19]=[CH:20][CH:21]=[CH:22][C:17]=2[N:16]=1)(=[O:24])=[O:25])[CH3:4]. Given the reactants Cl.Cl.[CH2:3]([O:5][C:6](=[O:13])[C@H:7]([CH3:12])[NH:8][CH2:9][CH2:10][NH2:11])[CH3:4].[S:14]1[C:18]2[CH:19]=[CH:20][CH:21]=[CH:22][C:17]=2[N:16]=[C:15]1[S:23](Cl)(=[O:25])=[O:24], predict the reaction product. (2) Given the reactants C([O:8][C@H:9]1[C@H:15]([O:16]CC2C=CC=CC=2)[C@@H:14]([O:24]CC2C=CC=CC=2)[C@:13]2([C:33]3[CH:38]=[CH:37][C:36]([Cl:39])=[C:35]([CH2:40][C:41]4[CH:46]=[CH:45][C:44]([O:47][CH2:48][C:49]([F:52])([F:51])[F:50])=[CH:43][CH:42]=4)[CH:34]=3)[O:32][C@@:10]1([CH2:53][OH:54])[CH2:11][O:12]2)C1C=CC=CC=1.ClC1C=CC=CC=1Cl, predict the reaction product. The product is: [Cl:39][C:36]1[CH:37]=[CH:38][C:33]([C@@:13]23[O:32][C@@:10]([CH2:53][OH:54])([CH2:11][O:12]2)[C@@H:9]([OH:8])[C@H:15]([OH:16])[C@H:14]3[OH:24])=[CH:34][C:35]=1[CH2:40][C:41]1[CH:46]=[CH:45][C:44]([O:47][CH2:48][C:49]([F:51])([F:50])[F:52])=[CH:43][CH:42]=1.